Predict the reactants needed to synthesize the given product. From a dataset of Full USPTO retrosynthesis dataset with 1.9M reactions from patents (1976-2016). (1) Given the product [C:25]([O:29][C:30](=[O:31])[NH:32][C@H:33]([CH2:34][C:35]1[CH:40]=[CH:39][CH:38]=[CH:37][CH:36]=1)[C:41]([N:21]1[CH2:22][CH2:23][C:15]2[C:14]([NH:13][CH2:12][CH:11]([C:1]34[CH2:2][CH:3]5[CH2:4][CH:5]([CH2:6][CH:7]([CH2:9]5)[CH2:8]3)[CH2:10]4)[OH:24])=[N:19][CH:18]=[N:17][C:16]=2[CH2:20]1)=[O:42])([CH3:28])([CH3:26])[CH3:27], predict the reactants needed to synthesize it. The reactants are: [C:1]12([CH:11]([OH:24])[CH2:12][NH:13][C:14]3[C:15]4[CH2:23][CH2:22][NH:21][CH2:20][C:16]=4[N:17]=[CH:18][N:19]=3)[CH2:10][CH:5]3[CH2:6][CH:7]([CH2:9][CH:3]([CH2:4]3)[CH2:2]1)[CH2:8]2.[C:25]([O:29][C:30]([NH:32][C@@H:33]([C:41](O)=[O:42])[CH2:34][C:35]1[CH:40]=[CH:39][CH:38]=[CH:37][CH:36]=1)=[O:31])([CH3:28])([CH3:27])[CH3:26].O.ON1C2C=CC=CC=2N=N1.Cl.CN(C)CCCN=C=NCC.C(N(CC)C(C)C)(C)C. (2) Given the product [C:19]([O:22][CH2:1][S:2][C:4]1[CH:9]=[CH:8][C:7]([C:10]2[N:11]=[C:12]([NH:15][C:16](=[O:18])[CH3:17])[S:13][CH:14]=2)=[CH:6][CH:5]=1)(=[O:21])[CH3:20], predict the reactants needed to synthesize it. The reactants are: [CH3:1][S:2]([C:4]1[CH:9]=[CH:8][C:7]([C:10]2[N:11]=[C:12]([NH:15][C:16](=[O:18])[CH3:17])[S:13][CH:14]=2)=[CH:6][CH:5]=1)=O.[C:19]([O-:22])(=[O:21])[CH3:20].[Na+].C(OC(=O)C)(=O)C. (3) Given the product [NH2:1][C:2]1[C:3]([O:18][CH2:19][C:20]([F:21])([F:22])[F:23])=[CH:4][C:5]([CH:8]([CH2:14][CH:15]([CH3:16])[CH3:17])[C:9]([O:11][CH2:12][CH3:13])=[O:10])=[CH:6][C:7]=1[Cl:31], predict the reactants needed to synthesize it. The reactants are: [NH2:1][C:2]1[CH:7]=[CH:6][C:5]([CH:8]([CH2:14][CH:15]([CH3:17])[CH3:16])[C:9]([O:11][CH2:12][CH3:13])=[O:10])=[CH:4][C:3]=1[O:18][CH2:19][C:20]([F:23])([F:22])[F:21].C1C(=O)N([Cl:31])C(=O)C1. (4) Given the product [I:12][C:3]1[CH:4]=[C:5]([C:6]([O:8][CH3:9])=[O:7])[CH:10]=[C:11]2[C:2]=1[N:1]=[CH:15][C:14]([CH3:17])=[CH:13]2, predict the reactants needed to synthesize it. The reactants are: [NH2:1][C:2]1[CH:11]=[CH:10][C:5]([C:6]([O:8][CH3:9])=[O:7])=[CH:4][C:3]=1[I:12].[CH3:13][C:14](=[CH2:17])[CH:15]=O.Cl.C([O-])(O)=O.[Na+]. (5) Given the product [C:9]([C:13]1[CH:26]=[CH:25][CH:24]=[CH:23][C:14]=1[O:15][C:16]1[C:21]([NH2:22])=[CH:20][CH:19]=[C:18]([Cl:1])[N:17]=1)([CH3:12])([CH3:10])[CH3:11], predict the reactants needed to synthesize it. The reactants are: [Cl:1]N1C(=O)CCC1=O.[C:9]([C:13]1[CH:26]=[CH:25][CH:24]=[CH:23][C:14]=1[O:15][C:16]1[C:21]([NH2:22])=[CH:20][CH:19]=[CH:18][N:17]=1)([CH3:12])([CH3:11])[CH3:10]. (6) Given the product [Br:8][C:9]1[CH:14]=[CH:13][C:12]([C:23]2[CH:24]=[CH:25][C:20]([Si:19]([CH3:30])([CH3:29])[CH3:18])=[CH:21][CH:22]=2)=[C:11]([CH2:16][CH3:17])[CH:10]=1, predict the reactants needed to synthesize it. The reactants are: C(=O)([O-])[O-].[K+].[K+].O.[Br:8][C:9]1[CH:14]=[CH:13][C:12](I)=[C:11]([CH2:16][CH3:17])[CH:10]=1.[CH3:18][Si:19]([CH3:30])([CH3:29])[C:20]1[CH:25]=[CH:24][C:23](B(O)O)=[CH:22][CH:21]=1.